This data is from Forward reaction prediction with 1.9M reactions from USPTO patents (1976-2016). The task is: Predict the product of the given reaction. (1) Given the reactants C([NH:8][C@H:9]1[CH2:13][CH2:12][C@@H:11]([CH2:14][N:15]2[C:23]3[C:18](=[CH:19][CH:20]=[CH:21][CH:22]=3)[CH:17]=[N:16]2)[CH2:10]1)(OC(C)(C)C)=O.[C:24]([OH:30])([C:26]([F:29])([F:28])[F:27])=[O:25], predict the reaction product. The product is: [F:27][C:26]([F:29])([F:28])[C:24]([OH:30])=[O:25].[N:15]1([CH2:14][C@@H:11]2[CH2:12][CH2:13][C@H:9]([NH2:8])[CH2:10]2)[C:23]2[C:18](=[CH:19][CH:20]=[CH:21][CH:22]=2)[CH:17]=[N:16]1. (2) Given the reactants [C:1]([O:4][CH2:5][C:6](Br)([F:8])[F:7])(=O)[CH3:2].I[C:11]1[CH:12]=[C:13]([CH3:17])[CH:14]=[CH:15][CH:16]=1.Cl.CS(C)=[O:21], predict the reaction product. The product is: [F:7][C:6]([F:8])([C:15]1[CH:16]=[CH:11][CH:12]=[C:13]([CH3:17])[CH:14]=1)[C:5]([O:4][CH2:1][CH3:2])=[O:21]. (3) Given the reactants C([O:5][C:6]([N:8]([CH3:14])[C@H:9]([CH2:11][CH:12]=[CH2:13])[CH3:10])=[O:7])(C)(C)C.Br[C:16]1[CH:17]=[N:18][C:19]([Cl:36])=[C:20]([O:22][C@@H:23]2[CH2:27][CH2:26][N:25]([C:28](=[O:35])[CH2:29][CH2:30][C:31]([F:34])([F:33])[F:32])[CH2:24]2)[CH:21]=1.C1(P(C2CCCCC2)C2CCCCC2)CCCCC1.C(N(C(C)C)CC)(C)C, predict the reaction product. The product is: [F:32][C:31]([F:34])([F:33])[C:6]([OH:5])=[O:7].[CH3:14][NH:8][C@H:9]([CH2:11]/[CH:12]=[CH:13]/[C:16]1[CH:17]=[N:18][C:19]([Cl:36])=[C:20]([O:22][C@@H:23]2[CH2:27][CH2:26][N:25]([C:28](=[O:35])[CH2:29][CH2:30][C:31]([F:33])([F:34])[F:32])[CH2:24]2)[CH:21]=1)[CH3:10]. (4) Given the reactants [OH:1][C@@H:2]([CH2:6][C:7]1[CH:12]=[CH:11][C:10]([O:13][C:14]([CH3:17])([CH3:16])[CH3:15])=[CH:9][CH:8]=1)[C:3]([OH:5])=[O:4].[H-].[Na+].[CH3:20]I, predict the reaction product. The product is: [CH3:20][O:1][C@@H:2]([CH2:6][C:7]1[CH:8]=[CH:9][C:10]([O:13][C:14]([CH3:17])([CH3:16])[CH3:15])=[CH:11][CH:12]=1)[C:3]([OH:5])=[O:4]. (5) Given the reactants [CH3:1][N:2]1[CH2:6][CH2:5][CH:4]([N:7]2[C:16]3[C:11](=[CH:12][C:13]([NH2:17])=[CH:14][CH:15]=3)[CH2:10][CH2:9][CH2:8]2)[CH2:3]1.I.[S:19]1[CH:23]=[CH:22][CH:21]=[C:20]1[C:24](SC)=[NH:25].N.C1(N)C(F)=C(F)C(F)=C(N)C=1F.Cl.Cl, predict the reaction product. The product is: [CH3:1][N:2]1[CH2:6][CH2:5][CH:4]([N:7]2[C:16]3[C:11](=[CH:12][C:13]([NH:17][C:24]([C:20]4[S:19][CH:23]=[CH:22][CH:21]=4)=[NH:25])=[CH:14][CH:15]=3)[CH2:10][CH2:9][CH2:8]2)[CH2:3]1.